From a dataset of Catalyst prediction with 721,799 reactions and 888 catalyst types from USPTO. Predict which catalyst facilitates the given reaction. (1) Reactant: [H-].[Al+3].[Li+].[H-].[H-].[H-].[C:7]([O:11][C:12](=[O:21])[NH:13][C@@H:14]([CH2:17][N:18]=[N+]=[N-])[CH2:15][CH3:16])([CH3:10])([CH3:9])[CH3:8].[OH-].[Na+].O. The catalyst class is: 7. Product: [C:7]([O:11][C:12](=[O:21])[NH:13][C@@H:14]([CH2:17][NH2:18])[CH2:15][CH3:16])([CH3:8])([CH3:9])[CH3:10]. (2) Reactant: [C:1]1([CH2:7][N:8]2[C:17](=O)[C:16](=O)[N:15]3[C@@H:10]([CH2:11][O:12][CH2:13][CH2:14]3)[CH2:9]2)[CH:6]=[CH:5][CH:4]=[CH:3][CH:2]=1.[H-].[H-].[H-].[H-].[Li+].[Al+3]. Product: [C:1]1([CH2:7][N:8]2[CH2:17][CH2:16][N:15]3[C@@H:10]([CH2:11][O:12][CH2:13][CH2:14]3)[CH2:9]2)[CH:2]=[CH:3][CH:4]=[CH:5][CH:6]=1. The catalyst class is: 1. (3) Reactant: [C:1]([N:4]1[CH2:13][CH2:12][C:11]2[C:10]([N:14]3[CH2:19][CH2:18][O:17][CH2:16][C@@H:15]3[CH2:20][CH3:21])=[N:9][C:8]([C:22]3[CH:27]=[CH:26][C:25]([NH:28][C:29]([NH:31][CH2:32][CH3:33])=[O:30])=[CH:24][CH:23]=3)=[N:7][C:6]=2[CH2:5]1)(=O)[CH3:2].Cl.[OH-].[Na+].CC1C=CC(COC(NNC(C2C=NC=CN=2)=O)=O)=CC=1. Product: [CH2:32]([NH:31][C:29]([NH:28][C:25]1[CH:24]=[CH:23][C:22]([C:8]2[N:9]=[C:10]([N:14]3[CH2:19][CH2:18][O:17][CH2:16][C@@H:15]3[CH2:20][CH3:21])[C:11]3[CH2:12][CH2:13][N:4]([CH2:1][CH3:2])[CH2:5][C:6]=3[N:7]=2)=[CH:27][CH:26]=1)=[O:30])[CH3:33]. The catalyst class is: 7. (4) Reactant: [CH3:1][O:2][C:3]([C@@:5]1([CH2:25][CH:26]=[CH2:27])[CH2:9][C@@H:8]([O:10][Si](C(C)(C)C)(C)C)[CH2:7][N:6]1[C:18]([O:20][C:21]([CH3:24])([CH3:23])[CH3:22])=[O:19])=[O:4].CCCC[N+](CCCC)(CCCC)CCCC.[F-].CCOC(C)=O. Product: [CH3:1][O:2][C:3]([C@@:5]1([CH2:25][CH:26]=[CH2:27])[CH2:9][C@@H:8]([OH:10])[CH2:7][N:6]1[C:18]([O:20][C:21]([CH3:22])([CH3:23])[CH3:24])=[O:19])=[O:4]. The catalyst class is: 1. (5) Reactant: C([O-])(C)(C)C.[K+].[CH3:7][C:8](=[N:10][OH:11])[CH3:9].[Cl:12][C:13]1[C:14]([O:22][C:23]2[CH:28]=[C:27]([F:29])[C:26]([C:30]([F:33])([F:32])[F:31])=[CH:25][C:24]=2[C:34]2[CH:39]=[CH:38][N:37]=[N:36][CH:35]=2)=[CH:15][C:16](F)=[C:17]([CH:20]=1)[C:18]#[N:19]. Product: [Cl:12][C:13]1[C:14]([O:22][C:23]2[CH:28]=[C:27]([F:29])[C:26]([C:30]([F:33])([F:31])[F:32])=[CH:25][C:24]=2[C:34]2[CH:39]=[CH:38][N:37]=[N:36][CH:35]=2)=[CH:15][C:16]([O:11][N:10]=[C:8]([CH3:9])[CH3:7])=[C:17]([CH:20]=1)[C:18]#[N:19]. The catalyst class is: 1. (6) Reactant: [I:1][C:2]1[CH:3]=[C:4]2[C:8](=[CH:9][CH:10]=1)[NH:7][C:6](=[O:11])[C:5]2=[N:12][NH:13][C:14]([C:16]1[CH:21]=[CH:20][C:19]([NH:22][C:23](=[O:32])[CH2:24][CH2:25][CH2:26][CH2:27][C:28]([O:30]C)=[O:29])=[CH:18][CH:17]=1)=[O:15].[OH-].[Na+]. Product: [I:1][C:2]1[CH:3]=[C:4]2[C:8](=[CH:9][CH:10]=1)[NH:7][C:6](=[O:11])[C:5]2=[N:12][NH:13][C:14]([C:16]1[CH:17]=[CH:18][C:19]([NH:22][C:23](=[O:32])[CH2:24][CH2:25][CH2:26][CH2:27][C:28]([OH:30])=[O:29])=[CH:20][CH:21]=1)=[O:15]. The catalyst class is: 20.